From a dataset of Forward reaction prediction with 1.9M reactions from USPTO patents (1976-2016). Predict the product of the given reaction. (1) Given the reactants N#N.Br[C:4]1[C:9]([CH3:10])=[CH:8][CH:7]=[CH:6][N:5]=1.CC(C)([O-])C.[Na+].C1(P(C2C=CC=CC=2)C2C=CC3C(=CC=CC=3)C=2C2C3C(=CC=CC=3)C=CC=2P(C2C=CC=CC=2)C2C=CC=CC=2)C=CC=CC=1.[C:63]([NH2:67])([CH3:66])([CH3:65])[CH3:64], predict the reaction product. The product is: [C:63]([NH:67][C:4]1[C:9]([CH3:10])=[CH:8][CH:7]=[CH:6][N:5]=1)([CH3:66])([CH3:65])[CH3:64]. (2) Given the reactants [NH:1]1[C:5]2[CH:6]=[CH:7][CH:8]=[CH:9][C:4]=2[N:3]=[C:2]1[C:10]([N:12]([CH2:34][CH:35]([CH3:37])[CH3:36])[C@H:13]1[CH2:18][C@@H:17]([C:19]([N:21]2[CH2:26][CH2:25][O:24][CH2:23][CH2:22]2)=[O:20])[CH2:16][N:15]([C:27]([O:29][C:30]([CH3:33])([CH3:32])[CH3:31])=[O:28])[CH2:14]1)=[O:11].CS(O[CH2:43][CH2:44][CH2:45][CH2:46][O:47][CH3:48])(=O)=O.C(=O)([O-])[O-].[Cs+].[Cs+], predict the reaction product. The product is: [CH3:48][O:47][CH2:46][CH2:45][CH2:44][CH2:43][N:1]1[C:5]2[CH:6]=[CH:7][CH:8]=[CH:9][C:4]=2[N:3]=[C:2]1[C:10]([N:12]([CH2:34][CH:35]([CH3:37])[CH3:36])[C@H:13]1[CH2:18][C@@H:17]([C:19]([N:21]2[CH2:22][CH2:23][O:24][CH2:25][CH2:26]2)=[O:20])[CH2:16][N:15]([C:27]([O:29][C:30]([CH3:31])([CH3:32])[CH3:33])=[O:28])[CH2:14]1)=[O:11]. (3) Given the reactants [N+:1]([C:4]1[CH:21]=[CH:20][CH:19]=[CH:18][C:5]=1[CH2:6][O:7][CH2:8][CH2:9][NH:10][C:11](=[O:17])[O:12][C:13]([CH3:16])([CH3:15])[CH3:14])([O-])=O.[Cl-].[NH4+].C(OCC)(=O)C, predict the reaction product. The product is: [NH2:1][C:4]1[CH:21]=[CH:20][CH:19]=[CH:18][C:5]=1[CH2:6][O:7][CH2:8][CH2:9][NH:10][C:11](=[O:17])[O:12][C:13]([CH3:16])([CH3:15])[CH3:14].